Predict which catalyst facilitates the given reaction. From a dataset of Catalyst prediction with 721,799 reactions and 888 catalyst types from USPTO. (1) Reactant: [CH3:1][O:2][CH2:3][CH2:4][O:5][CH2:6][O:7][C:8]1[CH:15]=[CH:14][C:11]([CH:12]=O)=[CH:10][CH:9]=1.[CH3:16][N+:17]([O-:19])=[O:18]. Product: [CH3:1][O:2][CH2:3][CH2:4][O:5][CH2:6][O:7][C:8]1[CH:15]=[CH:14][C:11](/[CH:12]=[CH:16]/[N+:17]([O-:19])=[O:18])=[CH:10][CH:9]=1. The catalyst class is: 1. (2) Reactant: [CH:1]1([NH:4][C:5]([C:7]2[N:8]=[N:9][N:10]([C:14]3[CH:19]=[CH:18][C:17]([C:20]([NH:22][CH2:23][CH3:24])=[O:21])=[CH:16][CH:15]=3)[C:11]=2[CH2:12][OH:13])=[O:6])[CH2:3][CH2:2]1.[S:25](Cl)([CH3:28])(=[O:27])=[O:26].C(N(CC)CC)C. Product: [CH3:28][S:25]([O:13][CH2:12][C:11]1[N:10]([C:14]2[CH:19]=[CH:18][C:17]([C:20]([NH:22][CH2:23][CH3:24])=[O:21])=[CH:16][CH:15]=2)[N:9]=[N:8][C:7]=1[C:5]([NH:4][CH:1]1[CH2:2][CH2:3]1)=[O:6])(=[O:27])=[O:26]. The catalyst class is: 56. (3) Reactant: C([O:3][C:4]([C:6]1[CH:11]=[CH:10][C:9]([C:12]2[CH:17]=[CH:16][CH:15]=[C:14]([C:18](=[O:32])[NH:19][C:20]3[CH:25]=[CH:24][C:23]([N:26]4[CH2:31][CH2:30][O:29][CH2:28][CH2:27]4)=[CH:22][CH:21]=3)[CH:13]=2)=[CH:8][CH:7]=1)=[O:5])C. Product: [N:26]1([C:23]2[CH:24]=[CH:25][C:20]([NH:19][C:18]([C:14]3[CH:13]=[C:12]([C:9]4[CH:10]=[CH:11][C:6]([C:4]([OH:5])=[O:3])=[CH:7][CH:8]=4)[CH:17]=[CH:16][CH:15]=3)=[O:32])=[CH:21][CH:22]=2)[CH2:31][CH2:30][O:29][CH2:28][CH2:27]1. The catalyst class is: 464. (4) The catalyst class is: 36. Reactant: [CH:1]1([C:6]2[N:11]=[CH:10][C:9]([C:12]3[CH:13]=[N:14][CH:15]=[C:16]([CH3:18])[CH:17]=3)=[CH:8][C:7]=2[C:19]([O:21]C)=[O:20])[CH2:5][CH2:4][CH2:3][CH2:2]1.[OH-].[Na+:24]. Product: [CH:1]1([C:6]2[N:11]=[CH:10][C:9]([C:12]3[CH:13]=[N:14][CH:15]=[C:16]([CH3:18])[CH:17]=3)=[CH:8][C:7]=2[C:19]([O-:21])=[O:20])[CH2:2][CH2:3][CH2:4][CH2:5]1.[Na+:24]. (5) Reactant: [NH2:1][C:2]1[N:10]=[C:9]([C:11]2[C:19]3[C:14](=[N:15][CH:16]=[CH:17][CH:18]=3)[N:13]([CH2:20][C:21]3[CH:26]=[CH:25][CH:24]=[CH:23][C:22]=3[F:27])[N:12]=2)[N:8]=[C:7]2[C:3]=1[NH:4][C:5](=[O:28])[NH:6]2.[CH3:29][CH2:30]N(P1(N(C)CCCN1C)=NC(C)(C)C)CC.C(I)C. Product: [NH2:1][C:2]1[N:10]=[C:9]([C:11]2[C:19]3[C:14](=[N:15][CH:16]=[CH:17][CH:18]=3)[N:13]([CH2:20][C:21]3[CH:26]=[CH:25][CH:24]=[CH:23][C:22]=3[F:27])[N:12]=2)[N:8]=[C:7]2[C:3]=1[NH:4][C:5](=[O:28])[N:6]2[CH2:29][CH3:30]. The catalyst class is: 9. (6) Reactant: [OH:1][C:2]1[CH:3]=[C:4]2[C:8](=[CH:9][CH:10]=1)[C:7](=[O:11])[CH2:6][C:5]2([CH3:13])[CH3:12].[S:14](O[S:14]([C:17]([F:20])([F:19])[F:18])(=[O:16])=[O:15])([C:17]([F:20])([F:19])[F:18])(=[O:16])=[O:15].Cl. Product: [CH3:12][C:5]1([CH3:13])[C:4]2[C:8](=[CH:9][CH:10]=[C:2]([O:1][S:14]([C:17]([F:20])([F:19])[F:18])(=[O:16])=[O:15])[CH:3]=2)[C:7](=[O:11])[CH2:6]1. The catalyst class is: 17.